Dataset: Peptide-MHC class II binding affinity with 134,281 pairs from IEDB. Task: Regression. Given a peptide amino acid sequence and an MHC pseudo amino acid sequence, predict their binding affinity value. This is MHC class II binding data. (1) The peptide sequence is MPPELNTARLMAGAG. The MHC is DRB5_0101 with pseudo-sequence DRB5_0101. The binding affinity (normalized) is 0.207. (2) The peptide sequence is LMLTNPTKRNQKQVQ. The MHC is DRB1_0101 with pseudo-sequence DRB1_0101. The binding affinity (normalized) is 0.221. (3) The peptide sequence is SSMMEAMVSRARIDA. The MHC is DRB1_0101 with pseudo-sequence DRB1_0101. The binding affinity (normalized) is 0.462.